From a dataset of Forward reaction prediction with 1.9M reactions from USPTO patents (1976-2016). Predict the product of the given reaction. Given the reactants [CH3:1][O:2][C:3](=[O:16])[C:4](=O)[CH2:5][C:6]([C:8]1[CH:13]=[CH:12][CH:11]=[C:10]([Br:14])[CH:9]=1)=O.[CH3:17][NH:18][NH2:19], predict the reaction product. The product is: [CH3:1][O:2][C:3]([C:4]1[N:18]([CH3:17])[N:19]=[C:6]([C:8]2[CH:13]=[CH:12][CH:11]=[C:10]([Br:14])[CH:9]=2)[CH:5]=1)=[O:16].[CH3:1][O:2][C:3]([C:4]1[CH:5]=[C:6]([C:8]2[CH:13]=[CH:12][CH:11]=[C:10]([Br:14])[CH:9]=2)[N:18]([CH3:17])[N:19]=1)=[O:16].